This data is from NCI-60 drug combinations with 297,098 pairs across 59 cell lines. The task is: Regression. Given two drug SMILES strings and cell line genomic features, predict the synergy score measuring deviation from expected non-interaction effect. (1) Synergy scores: CSS=30.8, Synergy_ZIP=-5.49, Synergy_Bliss=4.12, Synergy_Loewe=-16.6, Synergy_HSA=-1.29. Cell line: T-47D. Drug 2: CCC1=C2CN3C(=CC4=C(C3=O)COC(=O)C4(CC)O)C2=NC5=C1C=C(C=C5)O. Drug 1: CC12CCC3C(C1CCC2O)C(CC4=C3C=CC(=C4)O)CCCCCCCCCS(=O)CCCC(C(F)(F)F)(F)F. (2) Synergy scores: CSS=3.28, Synergy_ZIP=-0.536, Synergy_Bliss=1.07, Synergy_Loewe=-1.80, Synergy_HSA=-1.93. Cell line: HCT116. Drug 1: C1CCN(CC1)CCOC2=CC=C(C=C2)C(=O)C3=C(SC4=C3C=CC(=C4)O)C5=CC=C(C=C5)O. Drug 2: CC12CCC(CC1=CCC3C2CCC4(C3CC=C4C5=CN=CC=C5)C)O. (3) Synergy scores: CSS=28.4, Synergy_ZIP=-1.75, Synergy_Bliss=-2.71, Synergy_Loewe=-33.1, Synergy_HSA=-2.00. Drug 2: CC12CCC3C(C1CCC2OP(=O)(O)O)CCC4=C3C=CC(=C4)OC(=O)N(CCCl)CCCl.[Na+]. Cell line: A498. Drug 1: CCC1=C2CN3C(=CC4=C(C3=O)COC(=O)C4(CC)O)C2=NC5=C1C=C(C=C5)O. (4) Drug 1: C1=C(C(=O)NC(=O)N1)F. Drug 2: C1=NNC2=C1C(=O)NC=N2. Cell line: HL-60(TB). Synergy scores: CSS=56.9, Synergy_ZIP=-4.25, Synergy_Bliss=-12.2, Synergy_Loewe=-29.5, Synergy_HSA=-13.4.